Dataset: Full USPTO retrosynthesis dataset with 1.9M reactions from patents (1976-2016). Task: Predict the reactants needed to synthesize the given product. (1) Given the product [CH3:11][C:10]([OH:49])([C:12]1[CH:13]=[CH:14][CH:15]=[CH:16][C:17]=1[CH2:18][CH2:19][C@@H:20]([S:40][CH2:41][C:42]1([CH2:45][C:46]([OH:48])=[O:47])[CH2:43][CH2:44]1)[C:21]1[CH:22]=[CH:23][CH:24]=[C:25](/[CH:27]=[CH:28]/[C:29]2[CH:30]=[CH:31][C:32]3[CH:33]=[CH:34][C:35]([Cl:39])=[CH:36][C:37]=3[N:38]=2)[CH:26]=1)[CH3:9].[CH:1]1([NH2:8])[CH2:7][CH2:6][CH2:5][CH2:4][CH2:3][CH2:2]1, predict the reactants needed to synthesize it. The reactants are: [CH:1]1([NH2:8])[CH2:7][CH2:6][CH2:5][CH2:4][CH2:3][CH2:2]1.[CH3:9][C:10]([OH:49])([C:12]1[CH:13]=[CH:14][CH:15]=[CH:16][C:17]=1[CH2:18][CH2:19][C@@H:20]([S:40][CH2:41][C:42]1([CH2:45][C:46]([OH:48])=[O:47])[CH2:44][CH2:43]1)[C:21]1[CH:22]=[CH:23][CH:24]=[C:25](/[CH:27]=[CH:28]/[C:29]2[CH:30]=[CH:31][C:32]3[CH:33]=[CH:34][C:35]([Cl:39])=[CH:36][C:37]=3[N:38]=2)[CH:26]=1)[CH3:11]. (2) Given the product [C:50]([C:49]1[CH:52]=[C:45]([C:43]2[S:44][C:40]([C:35]3[CH:36]=[CH:37][CH:38]=[C:39]4[C:34]=3[CH2:33][CH2:32][C@@H:31]4[NH:30][C:3](=[O:5])[CH2:2][OH:1])=[N:41][N:42]=2)[CH:46]=[CH:47][C:48]=1[O:53][CH:54]([CH3:56])[CH3:55])#[N:51], predict the reactants needed to synthesize it. The reactants are: [OH:1][CH2:2][C:3]([OH:5])=O.C1C=CC2N(O)N=NC=2C=1.C(Cl)CCl.CCN(C(C)C)C(C)C.Cl.[NH2:30][C@@H:31]1[C:39]2[C:34](=[C:35]([C:40]3[S:44][C:43]([C:45]4[CH:46]=[CH:47][C:48]([O:53][CH:54]([CH3:56])[CH3:55])=[C:49]([CH:52]=4)[C:50]#[N:51])=[N:42][N:41]=3)[CH:36]=[CH:37][CH:38]=2)[CH2:33][CH2:32]1. (3) Given the product [CH:12]([C:3]1[CH:4]=[CH:5][C:6]2[C:11](=[CH:10][CH:9]=[CH:8][CH:7]=2)[C:2]=1[CH:21]=[O:22])=[CH2:13], predict the reactants needed to synthesize it. The reactants are: Br[C:2]1[C:11]2[C:6](=[CH:7][CH:8]=[CH:9][CH:10]=2)[CH:5]=[CH:4][C:3]=1[CH:12]=[CH2:13].C([Li])CCC.CN(C)[CH:21]=[O:22].[Cl-].[NH4+]. (4) The reactants are: [F:1][C:2]1([F:32])[CH2:6][NH:5][C@H:4]([CH2:7][N:8]2[C:12]3=[N:13][CH:14]=[N:15][C:16]([NH2:17])=[C:11]3[C:10]([C:18]3[CH:23]=[CH:22][C:21]([O:24][C:25]4[CH:30]=[CH:29][CH:28]=[CH:27][CH:26]=4)=[CH:20][C:19]=3[F:31])=[N:9]2)[CH2:3]1.[C:33]([CH2:35][C:36](O)=[O:37])#[N:34].CN(C(ON1N=NC2C=CC=NC1=2)=[N+](C)C)C.F[P-](F)(F)(F)(F)F. Given the product [NH2:17][C:16]1[N:15]=[CH:14][N:13]=[C:12]2[N:8]([CH2:7][C@@H:4]3[CH2:3][C:2]([F:1])([F:32])[CH2:6][N:5]3[C:36](=[O:37])[CH2:35][C:33]#[N:34])[N:9]=[C:10]([C:18]3[CH:23]=[CH:22][C:21]([O:24][C:25]4[CH:30]=[CH:29][CH:28]=[CH:27][CH:26]=4)=[CH:20][C:19]=3[F:31])[C:11]=12, predict the reactants needed to synthesize it. (5) Given the product [Cl:23][C:3]1[CH:4]=[C:5]([CH:21]=[CH:22][C:2]=1[C:32]1[CH:33]=[C:34]2[C:38](=[CH:39][CH:40]=1)[NH:37][CH:36]=[CH:35]2)[C:6]([N:8]1[CH2:13][CH2:12][N:11]([C:14]([O:16][C:17]([CH3:20])([CH3:19])[CH3:18])=[O:15])[CH2:10][CH2:9]1)=[O:7], predict the reactants needed to synthesize it. The reactants are: Br[C:2]1[CH:22]=[CH:21][C:5]([C:6]([N:8]2[CH2:13][CH2:12][N:11]([C:14]([O:16][C:17]([CH3:20])([CH3:19])[CH3:18])=[O:15])[CH2:10][CH2:9]2)=[O:7])=[CH:4][C:3]=1[Cl:23].CC1(C)C(C)(C)OB([C:32]2[CH:33]=[C:34]3[C:38](=[CH:39][CH:40]=2)[NH:37][CH:36]=[CH:35]3)O1.P([O-])([O-])([O-])=O.[K+].[K+].[K+]. (6) Given the product [CH:37]1([N:7]([CH2:6][CH2:5][C:4]([OH:40])=[O:3])[CH2:8][C:9](=[O:36])[N:10]2[C:18]3[C:13](=[CH:14][C:15]([O:19][CH2:20][C:21]4[S:22][C:23]([C:32]([F:35])([F:34])[F:33])=[C:24]([C:26]5[CH:31]=[CH:30][CH:29]=[CH:28][CH:27]=5)[CH:25]=4)=[CH:16][CH:17]=3)[CH2:12][CH2:11]2)[CH2:39][CH2:38]1, predict the reactants needed to synthesize it. The reactants are: C([O:3][C:4](=[O:40])[CH2:5][CH2:6][N:7]([CH:37]1[CH2:39][CH2:38]1)[CH2:8][C:9](=[O:36])[N:10]1[C:18]2[C:13](=[CH:14][C:15]([O:19][CH2:20][C:21]3[S:22][C:23]([C:32]([F:35])([F:34])[F:33])=[C:24]([C:26]4[CH:31]=[CH:30][CH:29]=[CH:28][CH:27]=4)[CH:25]=3)=[CH:16][CH:17]=2)[CH2:12][CH2:11]1)C.O.Cl.CO.C(Cl)(Cl)Cl. (7) Given the product [Cl:1][C:2]1[CH:8]=[CH:7][CH:6]=[CH:5][C:3]=1[NH:4][CH2:10][C:11](=[O:13])[CH3:12], predict the reactants needed to synthesize it. The reactants are: [Cl:1][C:2]1[CH:8]=[CH:7][CH:6]=[CH:5][C:3]=1[NH2:4].I[CH2:10][C:11](=[O:13])[CH3:12].C(=O)([O-])[O-].[K+].[K+].O.